From a dataset of Catalyst prediction with 721,799 reactions and 888 catalyst types from USPTO. Predict which catalyst facilitates the given reaction. Reactant: [C:1]([OH:10])(=[O:9])[C@H:2]([C@@H:4]([C:6]([OH:8])=[O:7])[OH:5])[OH:3].[CH3:11][N:12]([CH2:19][CH2:20][O:21][C:22]1[CH:35]=[CH:34][C:25]([CH2:26][CH:27]2[S:31][C:30](=[O:32])[NH:29][C:28]2=[O:33])=[CH:24][CH:23]=1)[C:13]1[CH:18]=[CH:17][CH:16]=[CH:15][N:14]=1. Product: [C:6]([C@H:4]([C@@H:2]([C:1]([OH:10])=[O:9])[OH:3])[OH:5])([OH:8])=[O:7].[CH3:11][N:12]([CH2:19][CH2:20][O:21][C:22]1[CH:35]=[CH:34][C:25]([CH2:26][CH:27]2[S:31][C:30](=[O:32])[NH:29][C:28]2=[O:33])=[CH:24][CH:23]=1)[C:13]1[CH:18]=[CH:17][CH:16]=[CH:15][N:14]=1. The catalyst class is: 41.